This data is from Full USPTO retrosynthesis dataset with 1.9M reactions from patents (1976-2016). The task is: Predict the reactants needed to synthesize the given product. (1) Given the product [C:1]([O:5][C:6]([N:8]1[CH2:14][CH2:13][CH2:12][N:11]([C:22]2[CH:27]=[CH:26][C:25]([Cl:28])=[CH:24][C:23]=2[Cl:29])[CH2:10][CH2:9]1)=[O:7])([CH3:4])([CH3:2])[CH3:3], predict the reactants needed to synthesize it. The reactants are: [C:1]([O:5][C:6]([N:8]1[CH2:14][CH2:13][CH2:12][NH:11][CH2:10][CH2:9]1)=[O:7])([CH3:4])([CH3:3])[CH3:2].CC(C)([O-])C.[Na+].Br[C:22]1[CH:27]=[CH:26][C:25]([Cl:28])=[CH:24][C:23]=1[Cl:29].C(OCC)C. (2) Given the product [C:1]([C:3]1[C:4]([N:24]2[CH2:25][CH2:26][CH:27]([C:30]([NH:42][S:39]([CH2:38][CH:33]3[CH2:37][CH2:36][CH2:35][CH2:34]3)(=[O:41])=[O:40])=[O:31])[CH2:28][CH2:29]2)=[N:5][C:6]([CH2:17][N:18]2[CH2:22][CH2:21][CH2:20][C:19]2=[O:23])=[C:7]([C:9](=[O:16])[CH2:10][CH2:11][C:12]([F:13])([F:15])[F:14])[CH:8]=1)#[N:2], predict the reactants needed to synthesize it. The reactants are: [C:1]([C:3]1[C:4]([N:24]2[CH2:29][CH2:28][CH:27]([C:30](O)=[O:31])[CH2:26][CH2:25]2)=[N:5][C:6]([CH2:17][N:18]2[CH2:22][CH2:21][CH2:20][C:19]2=[O:23])=[C:7]([C:9](=[O:16])[CH2:10][CH2:11][C:12]([F:15])([F:14])[F:13])[CH:8]=1)#[N:2].[CH:33]1([CH2:38][S:39]([NH2:42])(=[O:41])=[O:40])[CH2:37][CH2:36][CH2:35][CH2:34]1. (3) Given the product [CH3:1][O:2][C:3](=[O:24])[CH2:4][C:5]1[CH:10]=[CH:9][CH:8]=[C:7]([S:11]([CH3:23])(=[N:13][C:14]([C:16]2[CH:17]=[N:18][CH:19]=[C:20]([C:26]#[C:25][C:27]3[CH:32]=[CH:31][CH:30]=[C:29]([NH:33][C:34]([C:36]4[N:40]([CH3:41])[N:39]=[C:38]([CH3:42])[CH:37]=4)=[O:35])[CH:28]=3)[CH:21]=2)=[O:15])=[O:12])[CH:6]=1, predict the reactants needed to synthesize it. The reactants are: [CH3:1][O:2][C:3](=[O:24])[CH2:4][C:5]1[CH:10]=[CH:9][CH:8]=[C:7]([S:11]([CH3:23])(=[N:13][C:14]([C:16]2[CH:17]=[N:18][CH:19]=[C:20](Br)[CH:21]=2)=[O:15])=[O:12])[CH:6]=1.[C:25]([C:27]1[CH:28]=[C:29]([NH:33][C:34]([C:36]2[N:40]([CH3:41])[N:39]=[C:38]([CH3:42])[CH:37]=2)=[O:35])[CH:30]=[CH:31][CH:32]=1)#[CH:26].